From a dataset of NCI-60 drug combinations with 297,098 pairs across 59 cell lines. Regression. Given two drug SMILES strings and cell line genomic features, predict the synergy score measuring deviation from expected non-interaction effect. (1) Drug 1: CNC(=O)C1=NC=CC(=C1)OC2=CC=C(C=C2)NC(=O)NC3=CC(=C(C=C3)Cl)C(F)(F)F. Drug 2: CN1C2=C(C=C(C=C2)N(CCCl)CCCl)N=C1CCCC(=O)O.Cl. Cell line: A498. Synergy scores: CSS=-0.560, Synergy_ZIP=0.296, Synergy_Bliss=0.267, Synergy_Loewe=-0.986, Synergy_HSA=-0.632. (2) Drug 1: C1CN1P(=S)(N2CC2)N3CC3. Drug 2: CN1C2=C(C=C(C=C2)N(CCCl)CCCl)N=C1CCCC(=O)O.Cl. Cell line: OVCAR-4. Synergy scores: CSS=3.54, Synergy_ZIP=-2.15, Synergy_Bliss=-2.28, Synergy_Loewe=-0.804, Synergy_HSA=-2.27. (3) Drug 1: CC1=C2C(C(=O)C3(C(CC4C(C3C(C(C2(C)C)(CC1OC(=O)C(C(C5=CC=CC=C5)NC(=O)OC(C)(C)C)O)O)OC(=O)C6=CC=CC=C6)(CO4)OC(=O)C)OC)C)OC. Drug 2: CN(CC1=CN=C2C(=N1)C(=NC(=N2)N)N)C3=CC=C(C=C3)C(=O)NC(CCC(=O)O)C(=O)O. Cell line: SNB-75. Synergy scores: CSS=33.8, Synergy_ZIP=-4.17, Synergy_Bliss=0.185, Synergy_Loewe=-5.88, Synergy_HSA=2.90. (4) Drug 1: CC1=C2C(C(=O)C3(C(CC4C(C3C(C(C2(C)C)(CC1OC(=O)C(C(C5=CC=CC=C5)NC(=O)C6=CC=CC=C6)O)O)OC(=O)C7=CC=CC=C7)(CO4)OC(=O)C)O)C)OC(=O)C. Drug 2: CC12CCC3C(C1CCC2O)C(CC4=C3C=CC(=C4)O)CCCCCCCCCS(=O)CCCC(C(F)(F)F)(F)F. Cell line: K-562. Synergy scores: CSS=13.5, Synergy_ZIP=-2.64, Synergy_Bliss=-4.42, Synergy_Loewe=4.95, Synergy_HSA=-1.23. (5) Drug 1: C1CC(=O)NC(=O)C1N2CC3=C(C2=O)C=CC=C3N. Drug 2: C#CCC(CC1=CN=C2C(=N1)C(=NC(=N2)N)N)C3=CC=C(C=C3)C(=O)NC(CCC(=O)O)C(=O)O. Cell line: HOP-92. Synergy scores: CSS=0.327, Synergy_ZIP=-1.76, Synergy_Bliss=-3.73, Synergy_Loewe=-3.73, Synergy_HSA=-3.73. (6) Drug 1: C1CCC(C1)C(CC#N)N2C=C(C=N2)C3=C4C=CNC4=NC=N3. Drug 2: C(=O)(N)NO. Cell line: UACC-257. Synergy scores: CSS=0.0620, Synergy_ZIP=2.35, Synergy_Bliss=-0.397, Synergy_Loewe=-1.39, Synergy_HSA=-3.59. (7) Drug 1: C1=CC=C(C(=C1)C(C2=CC=C(C=C2)Cl)C(Cl)Cl)Cl. Drug 2: C1=NC2=C(N1)C(=S)N=CN2. Cell line: HOP-62. Synergy scores: CSS=42.7, Synergy_ZIP=-1.12, Synergy_Bliss=-0.668, Synergy_Loewe=-23.1, Synergy_HSA=2.12. (8) Drug 1: C#CCC(CC1=CN=C2C(=N1)C(=NC(=N2)N)N)C3=CC=C(C=C3)C(=O)NC(CCC(=O)O)C(=O)O. Drug 2: C1CN(P(=O)(OC1)NCCCl)CCCl. Cell line: OVCAR3. Synergy scores: CSS=-8.46, Synergy_ZIP=4.17, Synergy_Bliss=3.94, Synergy_Loewe=-3.92, Synergy_HSA=-3.70.